Predict the reactants needed to synthesize the given product. From a dataset of Full USPTO retrosynthesis dataset with 1.9M reactions from patents (1976-2016). (1) Given the product [N:18]1([CH2:17][C:16]2[CH:23]=[CH:24][C:13]([CH2:12][N:10]3[C:6]4[CH:5]=[CH:4][N:3]=[C:2]([Cl:1])[C:7]=4[CH:8]=[N:9]3)=[CH:14][CH:15]=2)[CH:22]=[CH:21][CH:20]=[N:19]1.[N:18]1([CH2:17][C:16]2[CH:23]=[CH:24][C:13]([CH2:12][N:9]3[CH:8]=[C:7]4[C:2]([Cl:1])=[N:3][CH:4]=[CH:5][C:6]4=[N:10]3)=[CH:14][CH:15]=2)[CH:22]=[CH:21][CH:20]=[N:19]1, predict the reactants needed to synthesize it. The reactants are: [Cl:1][C:2]1[C:7]2[CH:8]=[N:9][NH:10][C:6]=2[CH:5]=[CH:4][N:3]=1.Br[CH2:12][C:13]1[CH:24]=[CH:23][C:16]([CH2:17][N:18]2[CH:22]=[CH:21][CH:20]=[N:19]2)=[CH:15][CH:14]=1.C([O-])([O-])=O.[Cs+].[Cs+]. (2) Given the product [C:2]([O:4][CH2:5][C:6]1[CH2:15][S:14][C@@H:9]2[N:8]([C:11](=[O:12])[C@H:10]2[NH2:13])[C:7]=1[C:16]([O:18][CH3:23])=[O:17])(=[O:3])[CH3:1], predict the reactants needed to synthesize it. The reactants are: [CH3:1][C:2]([O:4][CH2:5][C:6]1[CH2:15][S:14][C@@H:9]2[C@H:10]([NH2:13])[C:11](=[O:12])[N:8]2[C:7]=1[C:16]([OH:18])=[O:17])=[O:3].O=S(Cl)Cl.[C:23](Cl)(C(Cl)=O)=O.[Si](C=[N+]=[N-])(C)(C)C. (3) Given the product [Cl:46][C:45]1[CH:44]=[C:43]2[C:39]([C:40]([C:47]([OH:49])=[O:48])=[N:41][NH:42]2)=[CH:38][C:37]=1[C:23]1[CH:28]=[CH:27][C:26]([CH:29]2[CH2:34][CH2:33][N:32]([CH3:35])[CH2:31][CH2:30]2)=[CH:25][CH:24]=1, predict the reactants needed to synthesize it. The reactants are: CC1(C)COB(B2OCC(C)(C)CO2)OC1.C([O-])(=O)C.[K+].Br[C:23]1[CH:28]=[CH:27][C:26]([CH:29]2[CH2:34][CH2:33][N:32]([CH3:35])[CH2:31][CH2:30]2)=[CH:25][CH:24]=1.Br[C:37]1[CH:38]=[C:39]2[C:43](=[CH:44][C:45]=1[Cl:46])[NH:42][N:41]=[C:40]2[C:47]([OH:49])=[O:48].C(=O)([O-])[O-].[K+].[K+].